Task: Predict the reaction yield, written as a fraction of the theoretical maximum amount of product (1.0 means a 100% yield; for example, 0.34 means a 34% yield).. Dataset: Reaction yield outcomes from USPTO patents with 853,638 reactions (1) The reactants are [CH:1]12[CH:16]=[CH:15][CH:5]([O:6][N:7]1[C:8]([O:10][C:11]([CH3:14])([CH3:13])[CH3:12])=[O:9])[CH2:4][CH2:3][CH2:2]2.[H][H]. The catalyst is C(O)C.[OH-].[OH-].[Pd+2]. The yield is 0.980. The product is [CH:1]12[CH2:16][CH2:15][CH:5]([O:6][N:7]1[C:8]([O:10][C:11]([CH3:12])([CH3:14])[CH3:13])=[O:9])[CH2:4][CH2:3][CH2:2]2. (2) The reactants are Cl.[NH2:2][CH2:3][C:4]1[CH:9]=[C:8]([C:10]([CH3:13])([CH3:12])[CH3:11])[CH:7]=[C:6]([C:14]2[CH:15]=[N:16][C:17]([C:20]([F:23])([F:22])[F:21])=[CH:18][CH:19]=2)[C:5]=1[OH:24].[C:25](=[O:28])(O)[O-:26].[Na+].[BH4-].[Na+]. The catalyst is C(OCC)(=O)C. The product is [C:10]([C:8]1[CH:7]=[C:6]([C:14]2[CH:15]=[N:16][C:17]([C:20]([F:21])([F:22])[F:23])=[CH:18][CH:19]=2)[C:5]([OH:24])=[C:4]([CH:9]=1)[CH2:3][NH:2][CH:4]([CH3:5])[CH2:3][NH:2][C:25](=[O:28])[O:26][C:8]([CH3:10])([CH3:9])[CH3:7])([CH3:13])([CH3:12])[CH3:11]. The yield is 0.670. (3) The reactants are Cl[C:2]1[CH:7]=[CH:6][N:5]=[C:4]2[CH:8]=[C:9]([C:11]3[N:12]=[CH:13][N:14]([CH2:17][CH3:18])[C:15]=3[CH3:16])[S:10][C:3]=12.C(=O)([O-])[O-].[K+].[K+].[F:25][C:26]1[CH:31]=[C:30]([N+:32]([O-:34])=[O:33])[CH:29]=[CH:28][C:27]=1[OH:35]. The catalyst is C1(OC2C=CC=CC=2)C=CC=CC=1.C(Cl)Cl. The product is [CH2:17]([N:14]1[C:15]([CH3:16])=[C:11]([C:9]2[S:10][C:3]3[C:4](=[N:5][CH:6]=[CH:7][C:2]=3[O:35][C:27]3[CH:28]=[CH:29][C:30]([N+:32]([O-:34])=[O:33])=[CH:31][C:26]=3[F:25])[CH:8]=2)[N:12]=[CH:13]1)[CH3:18]. The yield is 0.640. (4) The reactants are Cl[C:2]1[N:7]=[CH:6][N:5]=[C:4]([NH2:8])[C:3]=1[C:9]1[N:13]=[CH:12][N:11]([CH3:14])[N:10]=1.[NH2:15][C@H:16]([C:19]1[N:28]([CH:29]2[CH2:31][CH2:30]2)[C:27](=[O:32])[C:26]2[C:21](=[CH:22][CH:23]=[CH:24][C:25]=2[CH3:33])[N:20]=1)[CH2:17][CH3:18].CCN(C(C)C)C(C)C.CCOC(C)=O. The catalyst is CCCCO. The product is [NH2:8][C:4]1[N:5]=[CH:6][N:7]=[C:2]([NH:15][C@H:16]([C:19]2[N:28]([CH:29]3[CH2:31][CH2:30]3)[C:27](=[O:32])[C:26]3[C:21](=[CH:22][CH:23]=[CH:24][C:25]=3[CH3:33])[N:20]=2)[CH2:17][CH3:18])[C:3]=1[C:9]1[N:13]=[CH:12][N:11]([CH3:14])[N:10]=1. The yield is 0.502. (5) The reactants are [Br:1][C:2]1[CH:7]=[C:6]([F:8])[C:5]([O:9]C)=[CH:4][C:3]=1[CH2:11][C:12]([OH:14])=[O:13].C(=O)(O)[O-].[Na+]. The catalyst is ClCCl. The product is [Br:1][C:2]1[CH:7]=[C:6]([F:8])[C:5]([OH:9])=[CH:4][C:3]=1[CH2:11][C:12]([OH:14])=[O:13]. The yield is 0.890.